From a dataset of Forward reaction prediction with 1.9M reactions from USPTO patents (1976-2016). Predict the product of the given reaction. (1) Given the reactants [CH2:1]([O:3][C:4]1[CH:28]=[CH:27][C:7]2[C:8]3[CH:9]=[CH:10][CH:11]([CH:18]4[CH2:23][CH2:22][CH:21]([CH2:24][CH2:25][CH3:26])[CH2:20][CH2:19]4)[O:12][C:13]=3[C:14]([F:17])=[C:15]([F:16])[C:6]=2[CH:5]=1)[CH3:2], predict the reaction product. The product is: [CH2:1]([O:3][C:4]1[CH:28]=[CH:27][C:7]2[C:8]3[CH2:9][CH2:10][CH:11]([CH:18]4[CH2:23][CH2:22][CH:21]([CH2:24][CH2:25][CH3:26])[CH2:20][CH2:19]4)[O:12][C:13]=3[C:14]([F:17])=[C:15]([F:16])[C:6]=2[CH:5]=1)[CH3:2]. (2) Given the reactants [OH:1][CH2:2][CH2:3][O:4][C:5]1[CH:10]=[CH:9][C:8]([C@@H:11]2[C:15](=[O:16])[N:14]([C@@H:17]([C@H:30]([C:32]3[CH:37]=[CH:36][CH:35]=[CH:34][CH:33]=3)[CH3:31])[C:18]([NH:20][C:21]3[S:22][CH:23]=[C:24]([C:26](=[O:29])[CH2:27][CH3:28])[N:25]=3)=[O:19])[C:13](=[O:38])[NH:12]2)=[CH:7][CH:6]=1.C1C([C@H]([NH3+])C([O-])=O)=CC=C(O)C=1, predict the reaction product. The product is: [OH:1][CH2:2][CH2:3][O:4][C:5]1[CH:6]=[CH:7][C:8]([C@H:11]2[C:15](=[O:16])[N:14]([C@@H:17]([C@H:30]([C:32]3[CH:33]=[CH:34][CH:35]=[CH:36][CH:37]=3)[CH3:31])[C:18]([NH:20][C:21]3[S:22][CH:23]=[C:24]([C:26](=[O:29])[CH2:27][CH3:28])[N:25]=3)=[O:19])[C:13](=[O:38])[NH:12]2)=[CH:9][CH:10]=1. (3) Given the reactants O=S1(=O)C2C=CC=CC=2CN(C2C=C(NCC3OCCN(C(OC(C)(C)C)=O)C3)C3C(=CC=C(C)C=3)N=2)CC1.Cl[C:41]1[C:50]2[C:45](=[CH:46][CH:47]=[C:48]([Cl:51])[CH:49]=2)[N:44]=[C:43]([N:52]2[CH2:58][C:57]3[CH:59]=[CH:60][CH:61]=[CH:62][C:56]=3[S:55](=[O:64])(=[O:63])[CH2:54][CH2:53]2)[CH:42]=1.[NH2:65][CH:66]1[CH2:69][N:68]([C:70]([O:72][C:73]([CH3:76])([CH3:75])[CH3:74])=[O:71])[CH2:67]1, predict the reaction product. The product is: [Cl:51][C:48]1[CH:49]=[C:50]2[C:45](=[CH:46][CH:47]=1)[N:44]=[C:43]([N:52]1[CH2:58][C:57]3[CH:59]=[CH:60][CH:61]=[CH:62][C:56]=3[S:55](=[O:64])(=[O:63])[CH2:54][CH2:53]1)[CH:42]=[C:41]2[NH:65][CH:66]1[CH2:67][N:68]([C:70]([O:72][C:73]([CH3:76])([CH3:75])[CH3:74])=[O:71])[CH2:69]1. (4) Given the reactants O[Li].O.[Br:4][C:5]1[CH:6]=[C:7]2[C:12](=[CH:13][CH:14]=1)[C:11]([CH2:15][N:16]1[C:22](=[O:23])[C@@H:21]([NH:24][C:25]([O:27][C:28]([CH3:31])([CH3:30])[CH3:29])=[O:26])[CH2:20][O:19][C:18]3[C:32]([C:36]([O:38]C)=[O:37])=[CH:33][CH:34]=[CH:35][C:17]1=3)=[C:10]([O:40][CH3:41])[CH:9]=[CH:8]2, predict the reaction product. The product is: [Br:4][C:5]1[CH:6]=[C:7]2[C:12](=[CH:13][CH:14]=1)[C:11]([CH2:15][N:16]1[C:22](=[O:23])[C@@H:21]([NH:24][C:25]([O:27][C:28]([CH3:31])([CH3:30])[CH3:29])=[O:26])[CH2:20][O:19][C:18]3[C:32]([C:36]([OH:38])=[O:37])=[CH:33][CH:34]=[CH:35][C:17]1=3)=[C:10]([O:40][CH3:41])[CH:9]=[CH:8]2. (5) The product is: [Cl:18][CH2:17][C@H:19]([OH:21])[CH2:20][C:2]1[CH:7]=[CH:6][CH:5]=[C:4]([O:8][CH2:9][CH:10]([CH2:14][CH2:15][CH3:16])[CH2:11][CH2:12][CH3:13])[CH:3]=1. Given the reactants Br[C:2]1[CH:7]=[CH:6][CH:5]=[C:4]([O:8][CH2:9][CH:10]([CH2:14][CH2:15][CH3:16])[CH2:11][CH2:12][CH3:13])[CH:3]=1.[CH2:17]([C@H:19]1[O:21][CH2:20]1)[Cl:18], predict the reaction product. (6) Given the reactants C[N:2](C)[CH:3]=[CH:4][C:5]([C:7]1[C:12](=[O:13])[CH:11]=[CH:10][N:9]([C:14]2[CH:19]=[CH:18][CH:17]=[CH:16][C:15]=2[CH3:20])[N:8]=1)=O.[C:22]1([NH:28]N)[CH:27]=[CH:26][CH:25]=[CH:24][CH:23]=1, predict the reaction product. The product is: [CH3:20][C:15]1[CH:16]=[CH:17][CH:18]=[CH:19][C:14]=1[N:9]1[CH:10]=[CH:11][C:12](=[O:13])[C:7]([C:5]2[N:28]([C:22]3[CH:27]=[CH:26][CH:25]=[CH:24][CH:23]=3)[N:2]=[CH:3][CH:4]=2)=[N:8]1. (7) Given the reactants [N+:1]([O-:4])(O)=[O:2].[CH3:5][C:6]1[CH:11]=[CH:10][CH:9]=[C:8]([CH3:12])[C:7]=1[NH:13][C:14](=[O:20])[CH2:15][C:16]([CH3:19])([CH3:18])[CH3:17].O, predict the reaction product. The product is: [CH3:12][C:8]1[C:9]([N+:1]([O-:4])=[O:2])=[CH:10][CH:11]=[C:6]([CH3:5])[C:7]=1[NH:13][C:14](=[O:20])[CH2:15][C:16]([CH3:18])([CH3:17])[CH3:19]. (8) Given the reactants [Cl:1][C:2]1[N:7]=[C:6]([C:8]#[C:9][C:10]2[CH:15]=[CH:14][CH:13]=[CH:12][C:11]=2[C:16]2([C:19]([NH2:21])=[O:20])[CH2:18][CH2:17]2)[C:5]([Cl:22])=[CH:4][N:3]=1, predict the reaction product. The product is: [Cl:1][C:2]1[N:7]=[C:6]([CH2:8][CH2:9][C:10]2[CH:15]=[CH:14][CH:13]=[CH:12][C:11]=2[C:16]2([C:19]([NH2:21])=[O:20])[CH2:17][CH2:18]2)[C:5]([Cl:22])=[CH:4][N:3]=1.